From a dataset of Full USPTO retrosynthesis dataset with 1.9M reactions from patents (1976-2016). Predict the reactants needed to synthesize the given product. (1) Given the product [CH3:1][O:2][C:3](=[O:16])[C:4](=[N:14][O:15][CH3:17])[CH2:5][C:6]1[CH:11]=[CH:10][C:9]([Cl:12])=[CH:8][C:7]=1[Cl:13], predict the reactants needed to synthesize it. The reactants are: [CH3:1][O:2][C:3](=[O:16])[C:4](=[N:14][OH:15])[CH2:5][C:6]1[CH:11]=[CH:10][C:9]([Cl:12])=[CH:8][C:7]=1[Cl:13].[C:17](=O)([O-])[O-].[K+].[K+].CI.O. (2) Given the product [Cl:25][C:20]1[CH:21]=[CH:22][CH:23]=[CH:24][C:19]=1[CH2:18][N:12]([C:5]1[C:6]([C:8]([F:11])([F:10])[F:9])=[CH:7][C:2]([C:30]#[N:31])=[CH:3][C:4]=1[N+:26]([O-:28])=[O:27])[C:13](=[O:17])[O:14][CH2:15][CH3:16], predict the reactants needed to synthesize it. The reactants are: Br[C:2]1[CH:7]=[C:6]([C:8]([F:11])([F:10])[F:9])[C:5]([N:12]([CH2:18][C:19]2[CH:24]=[CH:23][CH:22]=[CH:21][C:20]=2[Cl:25])[C:13](=[O:17])[O:14][CH2:15][CH3:16])=[C:4]([N+:26]([O-:28])=[O:27])[CH:3]=1.Cl.[CH3:30][N:31](C)C=O.